Dataset: Reaction yield outcomes from USPTO patents with 853,638 reactions. Task: Predict the reaction yield, written as a fraction of the theoretical maximum amount of product (1.0 means a 100% yield; for example, 0.34 means a 34% yield). (1) The reactants are [Cl:1][C:2]1[CH:7]=[CH:6][C:5]([S:8](Cl)(=[O:10])=[O:9])=[CH:4][C:3]=1[N+:12]([O-:14])=[O:13].[CH3:15][N:16]1[CH2:21][CH2:20][NH:19][CH2:18][CH2:17]1.C(N(CC)CC)C. The catalyst is C(Cl)Cl. The product is [Cl:1][C:2]1[CH:7]=[CH:6][C:5]([S:8]([N:19]2[CH2:20][CH2:21][N:16]([CH3:15])[CH2:17][CH2:18]2)(=[O:10])=[O:9])=[CH:4][C:3]=1[N+:12]([O-:14])=[O:13]. The yield is 0.580. (2) The reactants are [CH2:1]([O:8][C:9]([NH:11][C@@H:12]([C:16]([SH:19])([CH3:18])[CH3:17])[C:13]([OH:15])=O)=[O:10])[C:2]1[CH:7]=[CH:6][CH:5]=[CH:4][CH:3]=1.C1C=CC2N(O)N=NC=2C=1.C(Cl)CCl.[CH2:34]([O:36][CH:37]([O:42][CH2:43][CH3:44])[CH2:38][CH2:39][CH2:40][NH2:41])[CH3:35]. The yield is 0.980. The product is [CH2:43]([O:42][CH:37]([O:36][CH2:34][CH3:35])[CH2:38][CH2:39][CH2:40][NH:41][C:13](=[O:15])[C@@H:12]([NH:11][C:9](=[O:10])[O:8][CH2:1][C:2]1[CH:3]=[CH:4][CH:5]=[CH:6][CH:7]=1)[C:16]([SH:19])([CH3:18])[CH3:17])[CH3:44]. The catalyst is C(Cl)Cl.